Dataset: Catalyst prediction with 721,799 reactions and 888 catalyst types from USPTO. Task: Predict which catalyst facilitates the given reaction. Reactant: [Cl:1][C:2]1[CH:3]=[C:4]([NH:10][C:11](=[O:20])[C:12](=[O:19])[CH:13]2[CH2:18][CH2:17][CH2:16][CH2:15][CH2:14]2)[CH:5]=[CH:6][C:7]=1[C:8]#[N:9].[F:21][C:22]([F:32])([F:31])[C:23]1[CH:28]=[CH:27][C:26]([C:29]#[CH:30])=[CH:25][CH:24]=1.C([Li])CCC. Product: [Cl:1][C:2]1[CH:3]=[C:4]([NH:10][C:11](=[O:20])[C:12]([C:30]#[C:29][C:26]2[CH:27]=[CH:28][C:23]([C:22]([F:21])([F:31])[F:32])=[CH:24][CH:25]=2)([OH:19])[CH:13]2[CH2:14][CH2:15][CH2:16][CH2:17][CH2:18]2)[CH:5]=[CH:6][C:7]=1[C:8]#[N:9]. The catalyst class is: 7.